This data is from Full USPTO retrosynthesis dataset with 1.9M reactions from patents (1976-2016). The task is: Predict the reactants needed to synthesize the given product. (1) Given the product [C:12]([CH2:13][CH2:14][C:2]([CH2:14][CH2:13][C:12]#[N:15])([C:3]([O:5][CH2:6][CH3:7])=[O:4])[C:1]([O:9][CH2:10][CH3:11])=[O:8])#[N:15], predict the reactants needed to synthesize it. The reactants are: [C:1]([O:9][CH2:10][CH3:11])(=[O:8])[CH2:2][C:3]([O:5][CH2:6][CH3:7])=[O:4].[C:12](#[N:15])[CH:13]=[CH2:14].Cl. (2) Given the product [O:30]([N:16]=[C:10]([C:4]1[CH:5]=[C:6]([CH:23]=[CH:24][CH:25]=1)[O:7][CH2:8][C:9]1[C:14]([CH3:15])=[CH:13][CH:12]=[CH:11][C:10]=1[N:16]1[C:20](=[O:21])[N:19]([CH3:22])[N:18]=[N:17]1)[CH3:9])[C:27]1[CH:6]=[CH:5][CH:4]=[CH:25][CH:24]=1, predict the reactants needed to synthesize it. The reactants are: C([C:4]1[CH:5]=[C:6]([CH:23]=[CH:24][CH:25]=1)[O:7][CH2:8][C:9]1[C:14]([CH3:15])=[CH:13][CH:12]=[CH:11][C:10]=1[N:16]1[C:20](=[O:21])[N:19]([CH3:22])[N:18]=[N:17]1)(=O)C.Cl.[C:27](=[O:30])([O-])O.[Na+].